From a dataset of NCI-60 drug combinations with 297,098 pairs across 59 cell lines. Regression. Given two drug SMILES strings and cell line genomic features, predict the synergy score measuring deviation from expected non-interaction effect. (1) Drug 1: CC1=C2C(C(=O)C3(C(CC4C(C3C(C(C2(C)C)(CC1OC(=O)C(C(C5=CC=CC=C5)NC(=O)OC(C)(C)C)O)O)OC(=O)C6=CC=CC=C6)(CO4)OC(=O)C)O)C)O. Drug 2: CC12CCC3C(C1CCC2OP(=O)(O)O)CCC4=C3C=CC(=C4)OC(=O)N(CCCl)CCCl.[Na+]. Cell line: SR. Synergy scores: CSS=61.7, Synergy_ZIP=4.24, Synergy_Bliss=1.51, Synergy_Loewe=-31.2, Synergy_HSA=4.42. (2) Drug 1: CC=C1C(=O)NC(C(=O)OC2CC(=O)NC(C(=O)NC(CSSCCC=C2)C(=O)N1)C(C)C)C(C)C. Drug 2: N.N.Cl[Pt+2]Cl. Cell line: TK-10. Synergy scores: CSS=39.2, Synergy_ZIP=-4.65, Synergy_Bliss=-1.95, Synergy_Loewe=-23.0, Synergy_HSA=-2.11.